This data is from Forward reaction prediction with 1.9M reactions from USPTO patents (1976-2016). The task is: Predict the product of the given reaction. (1) Given the reactants [F:1][C:2]1[CH:10]=[CH:9][C:8]([CH2:11][C:12]2[C:21]3[C:16](=[CH:17][CH:18]=[CH:19][CH:20]=3)[C:15](=[O:22])[NH:14][N:13]=2)=[CH:7][C:3]=1[C:4](O)=[O:5].[N:23]1(C(OC(C)(C)C)=O)[CH2:29][CH2:28][CH2:27][NH:26][CH2:25][CH2:24]1, predict the reaction product. The product is: [N:23]1([C:4]([C:3]2[CH:7]=[C:8]([CH:9]=[CH:10][C:2]=2[F:1])[CH2:11][C:12]2[C:21]3[C:16](=[CH:17][CH:18]=[CH:19][CH:20]=3)[C:15](=[O:22])[NH:14][N:13]=2)=[O:5])[CH2:29][CH2:28][CH2:27][NH:26][CH2:25][CH2:24]1. (2) Given the reactants Br[C:2]1[CH:10]=[C:9]([F:11])[CH:8]=[C:7]2[C:3]=1[CH:4]=[N:5][N:6]2[C:12]1[CH:17]=[CH:16][C:15]([O:18][CH2:19][C:20]2[CH:25]=[CH:24][CH:23]=[CH:22][CH:21]=2)=[C:14]([F:26])[CH:13]=1.[OH-:27].[K+].Cl, predict the reaction product. The product is: [F:11][C:9]1[CH:10]=[C:2]([OH:27])[C:3]2[CH:4]=[N:5][N:6]([C:12]3[CH:17]=[CH:16][C:15]([O:18][CH2:19][C:20]4[CH:25]=[CH:24][CH:23]=[CH:22][CH:21]=4)=[C:14]([F:26])[CH:13]=3)[C:7]=2[CH:8]=1.